Task: Regression/Classification. Given a drug SMILES string, predict its absorption, distribution, metabolism, or excretion properties. Task type varies by dataset: regression for continuous measurements (e.g., permeability, clearance, half-life) or binary classification for categorical outcomes (e.g., BBB penetration, CYP inhibition). Dataset: bbb_martins.. Dataset: Blood-brain barrier penetration binary classification data from Martins et al. (1) The drug is Cn1c(=O)c2[nH]cnc2n(C)c1=O. The result is 0 (does not penetrate BBB). (2) The molecule is NC(Cc1c[nH]c2ccc(O)cc12)C(=O)O. The result is 1 (penetrates BBB). (3) The drug is Nc1ccc(S(=O)(=O)Nc2ncccn2)cc1. The result is 1 (penetrates BBB). (4) The molecule is CC(C)CO. The result is 1 (penetrates BBB). (5) The molecule is CN(C)CC1COC2(O1)c1ccccc1COc1ccccc12. The result is 1 (penetrates BBB). (6) The drug is NC12CC3CC(CC(C3)C1)C2.[Cl-].[H+]. The result is 1 (penetrates BBB). (7) The drug is CNC(=NC#N)Nc1cccc(-c2csc(N=C(N)N)n2)c1. The result is 0 (does not penetrate BBB). (8) The compound is CN1C[C@@H](NS(=O)(=O)N(C)C)C[C@@H]2c3cccc4c3c(cn4C)C[C@H]21. The result is 1 (penetrates BBB). (9) The result is 1 (penetrates BBB). The molecule is NC/C(=C/F)CCc1ccc(F)cc1.